Dataset: Catalyst prediction with 721,799 reactions and 888 catalyst types from USPTO. Task: Predict which catalyst facilitates the given reaction. (1) Reactant: Cl[S:2]([N:5]=[C:6]=[O:7])(=[O:4])=[O:3].[C:8]([OH:12])([CH3:11])([CH3:10])[CH3:9].[CH3:13][O:14][C:15](=[O:39])[CH2:16][NH:17][C:18]1[CH:23]=[CH:22][C:21]([O:24][C:25]2[CH:30]=[CH:29][CH:28]=[CH:27][CH:26]=2)=[CH:20][C:19]=1[O:31][CH2:32][C:33]1[CH:38]=[CH:37][CH:36]=[CH:35][CH:34]=1.C(N(CC)CC)C. Product: [CH3:13][O:14][C:15](=[O:39])[CH2:16][N:17]([S:2](=[O:4])(=[O:3])[NH:5][C:6]([O:12][C:8]([CH3:11])([CH3:10])[CH3:9])=[O:7])[C:18]1[CH:23]=[CH:22][C:21]([O:24][C:25]2[CH:30]=[CH:29][CH:28]=[CH:27][CH:26]=2)=[CH:20][C:19]=1[O:31][CH2:32][C:33]1[CH:38]=[CH:37][CH:36]=[CH:35][CH:34]=1. The catalyst class is: 2. (2) Reactant: C([O:8][C:9](=[O:23])[CH2:10][N:11]([CH2:13][CH2:14][NH:15][C:16]([O:18][C:19]([CH3:22])([CH3:21])[CH3:20])=[O:17])[CH3:12])C1C=CC=CC=1. Product: [C:19]([O:18][C:16]([NH:15][CH2:14][CH2:13][N:11]([CH2:10][C:9]([OH:23])=[O:8])[CH3:12])=[O:17])([CH3:22])([CH3:20])[CH3:21]. The catalyst class is: 129. (3) Reactant: Cl.Cl.[N:3]1([C:9]2[CH:14]=[CH:13][C:12]([N:15]3[CH2:19][C@H:18]([CH2:20][O:21][C:22]4[CH:26]=[CH:25][O:24][N:23]=4)[O:17][C:16]3=[O:27])=[CH:11][C:10]=2[F:28])[CH2:8][CH2:7][NH:6][CH2:5][CH2:4]1.C(N(CC)CC)C.[CH3:36][S:37](Cl)(=[O:39])=[O:38]. Product: [CH3:36][S:37]([N:6]1[CH2:5][CH2:4][N:3]([C:9]2[CH:14]=[CH:13][C:12]([N:15]3[CH2:19][C@H:18]([CH2:20][O:21][C:22]4[CH:26]=[CH:25][O:24][N:23]=4)[O:17][C:16]3=[O:27])=[CH:11][C:10]=2[F:28])[CH2:8][CH2:7]1)(=[O:39])=[O:38]. The catalyst class is: 529.